From a dataset of Reaction yield outcomes from USPTO patents with 853,638 reactions. Predict the reaction yield, written as a fraction of the theoretical maximum amount of product (1.0 means a 100% yield; for example, 0.34 means a 34% yield). The reactants are [Br:1][C:2]1[CH:3]=[C:4]2[C:24](=[CH:25][CH:26]=1)[C:8]1[NH:9][C:10]([C@@H:12]3[CH2:16][CH2:15][CH2:14][N:13]3C(OC(C)(C)C)=O)=[N:11][C:7]=1[CH:6]=[CH:5]2.Cl.[CH3:28][O:29][C:30]([NH:32][C@@H:33]([CH:37]([CH3:39])[CH3:38])[C:34](O)=[O:35])=[O:31].CN(C(ON1N=NC2C=CC=NC1=2)=[N+](C)C)C.F[P-](F)(F)(F)(F)F.CCN(C(C)C)C(C)C. The catalyst is C(Cl)Cl.CCOC(C)=O.CN(C=O)C. The product is [Br:1][C:2]1[CH:3]=[C:4]2[C:24](=[CH:25][CH:26]=1)[C:8]1[NH:9][C:10]([C@@H:12]3[CH2:16][CH2:15][CH2:14][N:13]3[C:34](=[O:35])[C@@H:33]([NH:32][C:30](=[O:31])[O:29][CH3:28])[CH:37]([CH3:39])[CH3:38])=[N:11][C:7]=1[CH:6]=[CH:5]2. The yield is 1.00.